Dataset: Reaction yield outcomes from USPTO patents with 853,638 reactions. Task: Predict the reaction yield, written as a fraction of the theoretical maximum amount of product (1.0 means a 100% yield; for example, 0.34 means a 34% yield). (1) The reactants are [O:1]1[C:5]2[CH:6]=[CH:7][CH:8]=[CH:9][C:4]=2[CH:3]=[C:2]1[CH2:10][O:11][C:12]1[CH:20]=[CH:19][CH:18]=[C:14]([C:15]([OH:17])=O)[C:13]=1[C:21]([OH:23])=O.Cl.[NH2:25][CH:26]1[CH2:32][CH2:31][C:30](=[O:33])[NH:29][C:27]1=[O:28]. The catalyst is N1C=CC=CC=1. The product is [O:1]1[C:5]2[CH:6]=[CH:7][CH:8]=[CH:9][C:4]=2[CH:3]=[C:2]1[CH2:10][O:11][C:12]1[CH:20]=[CH:19][CH:18]=[C:14]2[C:13]=1[C:21](=[O:23])[N:25]([CH:26]1[CH2:32][CH2:31][C:30](=[O:33])[NH:29][C:27]1=[O:28])[C:15]2=[O:17]. The yield is 0.650. (2) The catalyst is O1CCOCC1.CC(O)C. The yield is 0.440. The reactants are Cl[C:2]1[N:7]=[C:6]([C:8]2[C:9]([C:17]3[CH:18]=[CH:19][C:20]([O:34][CH3:35])=[C:21]([NH:23][C:24](=[O:33])[C:25]4[C:30]([F:31])=[CH:29][CH:28]=[CH:27][C:26]=4[F:32])[CH:22]=3)=[N:10][N:11]3[CH:16]=[CH:15][CH:14]=[CH:13][C:12]=23)[CH:5]=[CH:4][N:3]=1.[NH2:36][C:37]1[CH:46]=[C:45]2[CH:40]([CH2:41][CH2:42][N:43]([C:47](=[O:52])[C:48]([F:51])([F:50])[F:49])[CH2:44]2)[CH2:39][CH:38]=1.Cl. The product is [F:32][C:26]1[CH:27]=[CH:28][CH:29]=[C:30]([F:31])[C:25]=1[C:24]([NH:23][C:21]1[CH:22]=[C:17]([C:9]2[C:8]([C:6]3[CH:5]=[CH:4][N:3]=[C:2]([NH:36][C:37]4[CH:46]=[C:45]5[C:40]([CH2:41][CH2:42][N:43]([C:47](=[O:52])[C:48]([F:51])([F:49])[F:50])[CH2:44]5)=[CH:39][CH:38]=4)[N:7]=3)=[C:12]3[CH:13]=[CH:14][CH:15]=[CH:16][N:11]3[N:10]=2)[CH:18]=[CH:19][C:20]=1[O:34][CH3:35])=[O:33]. (3) The reactants are [Br:1][C:2]1[CH:3]=[C:4]([CH:7]=[C:8]([N+:10]([O-:12])=[O:11])[CH:9]=1)[CH:5]=[O:6].C([O-])([O-])=O.[K+].[K+].[N+:19]([CH2:21]S(C1C=CC(C)=CC=1)(=O)=O)#[C-:20].CCOC(C)=O. The catalyst is COCCOC. The product is [Br:1][C:2]1[CH:3]=[C:4]([C:5]2[O:6][CH:21]=[N:19][CH:20]=2)[CH:7]=[C:8]([N+:10]([O-:12])=[O:11])[CH:9]=1. The yield is 0.650. (4) The reactants are [CH2:1]([S:8][C:9]([CH3:35])([CH:33]=O)[CH2:10][NH:11][C:12]([C:14]1[NH:15][C:16]2[C:21]([CH:22]=1)=[CH:20][CH:19]=[CH:18][C:17]=2[N:23]([CH3:32])[S:24]([C:27]1[S:28][CH:29]=[CH:30][CH:31]=1)(=[O:26])=[O:25])=[O:13])[C:2]1[CH:7]=[CH:6][CH:5]=[CH:4][CH:3]=1.[NH:36]1[CH2:41][CH2:40][O:39][CH2:38][CH2:37]1.C(O[BH-](OC(=O)C)OC(=O)C)(=O)C.[Na+].C(=O)([O-])O.[Na+]. The catalyst is ClCCCl. The product is [CH2:1]([S:8][C:9]([CH3:35])([CH2:33][N:36]1[CH2:41][CH2:40][O:39][CH2:38][CH2:37]1)[CH2:10][NH:11][C:12]([C:14]1[NH:15][C:16]2[C:21]([CH:22]=1)=[CH:20][CH:19]=[CH:18][C:17]=2[N:23]([CH3:32])[S:24]([C:27]1[S:28][CH:29]=[CH:30][CH:31]=1)(=[O:26])=[O:25])=[O:13])[C:2]1[CH:7]=[CH:6][CH:5]=[CH:4][CH:3]=1. The yield is 0.550. (5) The reactants are [CH:1]([C:3]1[CH:17]=[C:16]([N+:18]([O-:20])=[O:19])[CH:15]=[CH:14][C:4]=1[N:5]([CH2:7][CH2:8][CH2:9][CH2:10][C:11]([OH:13])=[O:12])[CH3:6])=O.[C:21](=O)([O-])[O-].[K+].[K+].CI.CN(C=O)C.C(=O)(OC)OC.C[O-].[Na+].Cl. The catalyst is CN(C=O)C.CO.CCCCCC.C(OCC)(=O)C. The product is [CH3:21][O:13][C:11]([C:10]1[CH2:9][CH2:8][CH2:7][N:5]([CH3:6])[C:4]2[CH:14]=[CH:15][C:16]([N+:18]([O-:20])=[O:19])=[CH:17][C:3]=2[CH:1]=1)=[O:12]. The yield is 0.780. (6) The reactants are Cl[CH2:2][CH2:3][NH:4][C@:5]12[CH2:40][CH2:39][C@@H:38]([C:41]([CH3:43])=[CH2:42])[C@@H:6]1[C@@H:7]1[C@@:20]([CH3:23])([CH2:21][CH2:22]2)[C@@:19]2([CH3:24])[C@@H:10]([C@:11]3([CH3:37])[C@@H:16]([CH2:17][CH2:18]2)[C:15]([CH3:26])([CH3:25])[C:14]([C:27]2[CH:36]=[CH:35][C:30]([C:31]([O:33][CH3:34])=[O:32])=[CH:29][CH:28]=2)=[CH:13][CH2:12]3)[CH2:9][CH2:8]1.CCN(C(C)C)C(C)C.[N:53]1([C:59]([O:61][C:62]([CH3:65])([CH3:64])[CH3:63])=[O:60])[CH2:58][CH2:57][NH:56][CH2:55][CH2:54]1. The catalyst is CS(C)=O. The product is [CH3:34][O:33][C:31]([C:30]1[CH:29]=[CH:28][C:27]([C:14]2[C:15]([CH3:25])([CH3:26])[C@H:16]3[C@:11]([CH3:37])([CH2:12][CH:13]=2)[C@@H:10]2[C@:19]([CH3:24])([C@@:20]4([CH3:23])[C@H:7]([CH2:8][CH2:9]2)[C@H:6]2[C@H:38]([C:41]([CH3:43])=[CH2:42])[CH2:39][CH2:40][C@:5]2([NH:4][CH2:3][CH2:2][N:56]2[CH2:57][CH2:58][N:53]([C:59]([O:61][C:62]([CH3:65])([CH3:64])[CH3:63])=[O:60])[CH2:54][CH2:55]2)[CH2:22][CH2:21]4)[CH2:18][CH2:17]3)=[CH:36][CH:35]=1)=[O:32]. The yield is 0.520. (7) The product is [CH3:9][C:10]1([CH3:26])[C:14]([CH3:16])([CH3:15])[O:13][B:12]([C:2]2[CH:3]=[N:4][C:5]([NH2:8])=[N:6][CH:7]=2)[O:11]1. The catalyst is O1CCOCC1. The reactants are Br[C:2]1[CH:3]=[N:4][C:5]([NH2:8])=[N:6][CH:7]=1.[CH3:9][C:10]1([CH3:26])[C:14]([CH3:16])([CH3:15])[O:13][B:12]([B:12]2[O:13][C:14]([CH3:16])([CH3:15])[C:10]([CH3:26])([CH3:9])[O:11]2)[O:11]1.C([O-])(=O)C.[K+]. The yield is 0.690.